This data is from Forward reaction prediction with 1.9M reactions from USPTO patents (1976-2016). The task is: Predict the product of the given reaction. (1) Given the reactants Cl[C:2]1[C:3]2[C:10]([CH3:11])=[C:9]([Cl:12])[S:8][C:4]=2[N:5]=[CH:6][N:7]=1.C(O[C:18](=O)[N:19]([CH:21]1[CH2:26][CH2:25][CH:24]([O:27][C:28]2[C:33]([NH2:34])=[CH:32][CH:31]=[CH:30][N:29]=2)[CH2:23][CH2:22]1)C)(C)(C)C.C1(C)C=CC(S(O)(=O)=O)=CC=1, predict the reaction product. The product is: [Cl:12][C:9]1[S:8][C:4]2[N:5]=[CH:6][N:7]=[C:2]([NH:34][C:33]3[C:28]([O:27][C@H:24]4[CH2:23][CH2:22][C@H:21]([NH:19][CH3:18])[CH2:26][CH2:25]4)=[N:29][CH:30]=[CH:31][CH:32]=3)[C:3]=2[C:10]=1[CH3:11]. (2) The product is: [Cl:8][C:6]1[CH:7]=[C:2]([C:19]2[CH:20]=[N:21][C:22]([C:25]([F:28])([F:27])[F:26])=[N:23][CH:24]=2)[C:3]([C:9]([F:12])([F:11])[F:10])=[N:4][CH:5]=1. Given the reactants Br[C:2]1[C:3]([C:9]([F:12])([F:11])[F:10])=[N:4][CH:5]=[C:6]([Cl:8])[CH:7]=1.CC1(C)OB([C:19]2[CH:20]=[N:21][C:22]([C:25]([F:28])([F:27])[F:26])=[N:23][CH:24]=2)OC1(C)C.C(=O)([O-])[O-].[K+].[K+].O1CCOCC1, predict the reaction product. (3) Given the reactants [N:1]1([C:7]2[N:12]=[CH:11][C:10]([CH2:13]O)=[CH:9][CH:8]=2)[CH2:6][CH2:5][O:4][CH2:3][CH2:2]1.[C:15]1(=[O:25])[NH:19][C:18](=[O:20])[C:17]2=[CH:21][CH:22]=[CH:23][CH:24]=[C:16]12.C1(P(C2C=CC=CC=2)C2C=CC=CC=2)C=CC=CC=1.CC(OC(/N=N/C(OC(C)C)=O)=O)C, predict the reaction product. The product is: [N:1]1([C:7]2[N:12]=[CH:11][C:10]([CH2:13][N:19]3[C:15](=[O:25])[C:16]4[C:17](=[CH:21][CH:22]=[CH:23][CH:24]=4)[C:18]3=[O:20])=[CH:9][CH:8]=2)[CH2:2][CH2:3][O:4][CH2:5][CH2:6]1. (4) Given the reactants [CH3:1][O:2][C:3](=[O:21])[CH:4]([O:19][CH3:20])[CH2:5][C:6]1[CH:11]=[CH:10][C:9]([O:12][CH2:13][CH2:14][CH2:15]Br)=[C:8]([O:17][CH3:18])[CH:7]=1.[CH3:22][O:23][C:24]([C:26]1[CH:31]=[CH:30][C:29]([C:32]2[CH:37]=[CH:36][C:35]([OH:38])=[CH:34][CH:33]=2)=[CH:28][CH:27]=1)=[O:25], predict the reaction product. The product is: [CH3:22][O:23][C:24]([C:26]1[CH:31]=[CH:30][C:29]([C:32]2[CH:37]=[CH:36][C:35]([O:38][CH2:15][CH2:14][CH2:13][O:12][C:9]3[CH:10]=[CH:11][C:6]([CH2:5][C@H:4]([O:19][CH3:20])[C:3]([O:2][CH3:1])=[O:21])=[CH:7][C:8]=3[O:17][CH3:18])=[CH:34][CH:33]=2)=[CH:28][CH:27]=1)=[O:25]. (5) The product is: [NH2:22][C:20]1[S:21][C:2]([C:9]2[CH:14]=[CH:13][CH:12]=[C:11]([C:15]([F:18])([F:17])[F:16])[CH:10]=2)=[C:3]([C:4]([O:6][CH3:7])=[O:5])[N:19]=1. Given the reactants Cl[CH:2]([C:9]1[CH:14]=[CH:13][CH:12]=[C:11]([C:15]([F:18])([F:17])[F:16])[CH:10]=1)[C:3](=O)[C:4]([O:6][CH3:7])=[O:5].[NH2:19][C:20]([NH2:22])=[S:21], predict the reaction product. (6) Given the reactants Br[C:2]1[CH:7]=[CH:6][C:5]([CH2:8][CH2:9][CH2:10][O:11][C:12]2[CH:13]=[C:14]3[C:19](=[CH:20][CH:21]=2)[CH2:18][N:17]([S:22]([CH3:25])(=[O:24])=[O:23])[CH2:16][CH2:15]3)=[CH:4][CH:3]=1.[CH3:26][C:27]1([CH3:43])[C:31]([CH3:33])([CH3:32])[O:30][B:29]([B:29]2[O:30][C:31]([CH3:33])([CH3:32])[C:27]([CH3:43])([CH3:26])[O:28]2)[O:28]1.CC([O-])=O.[K+], predict the reaction product. The product is: [CH3:25][S:22]([N:17]1[CH2:16][CH2:15][C:14]2[C:19](=[CH:20][CH:21]=[C:12]([O:11][CH2:10][CH2:9][CH2:8][C:5]3[CH:6]=[CH:7][C:2]([B:29]4[O:30][C:31]([CH3:33])([CH3:32])[C:27]([CH3:43])([CH3:26])[O:28]4)=[CH:3][CH:4]=3)[CH:13]=2)[CH2:18]1)(=[O:24])=[O:23].